From a dataset of Forward reaction prediction with 1.9M reactions from USPTO patents (1976-2016). Predict the product of the given reaction. (1) Given the reactants C(OC[N:10]1[C:18]2[C:17]([NH2:19])=[N:16][C:15]([CH2:20][CH2:21][CH2:22][CH3:23])=[N:14][C:13]=2[C:12]([C:24]#[C:25][CH2:26][CH2:27][CH2:28][CH2:29][N:30]2[CH2:34][CH2:33][CH2:32][CH2:31]2)=[CH:11]1)C1C=CC=CC=1, predict the reaction product. The product is: [CH2:20]([C:15]1[N:16]=[C:17]([NH2:19])[C:18]2[NH:10][CH:11]=[C:12]([CH2:24][CH2:25][CH2:26][CH2:27][CH2:28][CH2:29][N:30]3[CH2:31][CH2:32][CH2:33][CH2:34]3)[C:13]=2[N:14]=1)[CH2:21][CH2:22][CH3:23]. (2) Given the reactants [O:1]=[C:2]1[CH:6]=[CH:5][C:4](=[O:7])[N:3]1[CH2:8][CH2:9][C:10]([NH:12][CH2:13][CH2:14][CH2:15][CH2:16][CH2:17][CH2:18][CH2:19][C:20]([OH:22])=[O:21])=[O:11].[B-](F)(F)(F)F.CN(C(O[N:36]1[C:41](=[O:42])[CH2:40][CH2:39][C:37]1=[O:38])=[N+](C)C)C.CCN(C(C)C)C(C)C, predict the reaction product. The product is: [O:38]=[C:37]1[CH2:39][CH2:40][C:41](=[O:42])[N:36]1[O:21][C:20](=[O:22])[CH2:19][CH2:18][CH2:17][CH2:16][CH2:15][CH2:14][CH2:13][NH:12][C:10](=[O:11])[CH2:9][CH2:8][N:3]1[C:4](=[O:7])[CH:5]=[CH:6][C:2]1=[O:1]. (3) Given the reactants C(O[C:6]([N:8]1[CH2:12][C:11](=[N:13][O:14][CH3:15])[CH2:10][C@H:9]1[C:16]([OH:18])=O)=[O:7])(C)(C)C.[C:19]1([C:28]2[CH:33]=[CH:32][CH:31]=[CH:30][CH:29]=2)[CH:24]=[CH:23][C:22](C(Cl)=O)=[CH:21][CH:20]=1.[NH2:34][CH2:35][C:36]1([OH:42])[CH2:41][CH2:40][CH2:39][CH2:38][CH2:37]1, predict the reaction product. The product is: [C:28]1([C:19]2[CH:20]=[CH:21][CH:22]=[CH:23][CH:24]=2)[CH:29]=[CH:30][C:31]([C:6]([N:8]2[CH2:12][C:11](=[N:13][O:14][CH3:15])[CH2:10][C@H:9]2[C:16]([NH:34][CH2:35][C:36]2([OH:42])[CH2:41][CH2:40][CH2:39][CH2:38][CH2:37]2)=[O:18])=[O:7])=[CH:32][CH:33]=1. (4) Given the reactants C([O:8][C@H:9]([CH2:11][CH2:12][CH2:13][CH2:14][CH2:15][CH2:16][C@@H:17]([OH:20])[CH2:18][CH3:19])[CH3:10])C1C=CC=CC=1.C(OCC)(=O)C.CCCCCC, predict the reaction product. The product is: [CH3:10][C@H:9]([OH:8])[CH2:11][CH2:12][CH2:13][CH2:14][CH2:15][CH2:16][C@@H:17]([OH:20])[CH2:18][CH3:19]. (5) Given the reactants Br[C:2]1[CH:3]=[CH:4][C:5]2[NH:16][C:15](=[O:17])[O:14][C:8]3([CH2:13][CH2:12][CH2:11][CH2:10][CH2:9]3)[C:6]=2[CH:7]=1.[C:18]([NH2:23])(=[O:22])/[CH:19]=[CH:20]/[CH3:21], predict the reaction product. The product is: [O:17]=[C:15]1[O:14][C:8]2([CH2:13][CH2:12][CH2:11][CH2:10][CH2:9]2)[C:6]2[CH:7]=[C:2](/[C:20](/[CH3:21])=[CH:19]/[C:18]([NH2:23])=[O:22])[CH:3]=[CH:4][C:5]=2[NH:16]1. (6) The product is: [NH2:34][C:33]1[N:47]=[C:15]([C:10]2[CH:11]=[CH:12][CH:13]=[CH:14][C:9]=2[O:8][CH2:1][C:2]2[CH:7]=[CH:6][CH:5]=[CH:4][CH:3]=2)[CH:16]=[C:18]([CH:20]2[CH2:25][CH2:24][CH2:23][N:22]([C:26]([O:28][C:29]([CH3:32])([CH3:31])[CH3:30])=[O:27])[CH2:21]2)[C:35]=1[C:36]([O:38][C:39]([CH3:42])([CH3:41])[CH3:40])=[O:37]. Given the reactants [CH2:1]([O:8][C:9]1[CH:14]=[CH:13][CH:12]=[CH:11][C:10]=1[C:15](=O)[CH3:16])[C:2]1[CH:7]=[CH:6][CH:5]=[CH:4][CH:3]=1.[CH:18]([CH:20]1[CH2:25][CH2:24][CH2:23][N:22]([C:26]([O:28][C:29]([CH3:32])([CH3:31])[CH3:30])=[O:27])[CH2:21]1)=O.[C:33]([CH2:35][C:36]([O:38][C:39]([CH3:42])([CH3:41])[CH3:40])=[O:37])#[N:34].C([O-])(=O)C.[NH4+:47], predict the reaction product. (7) Given the reactants [Cl:1][C:2]1[CH:3]=[N:4][CH:5]=[CH:6][C:7]=1[C:8]([F:11])([F:10])[F:9].[OH:12]O, predict the reaction product. The product is: [Cl:1][C:2]1[CH:3]=[N+:4]([O-:12])[CH:5]=[CH:6][C:7]=1[C:8]([F:9])([F:11])[F:10].